Dataset: Reaction yield outcomes from USPTO patents with 853,638 reactions. Task: Predict the reaction yield, written as a fraction of the theoretical maximum amount of product (1.0 means a 100% yield; for example, 0.34 means a 34% yield). (1) The reactants are [Na].Cl.[Cl:3][C:4]1[CH:9]=[CH:8][CH:7]=[CH:6][C:5]=1[NH:10][NH2:11].C[O:13][C:14](=O)[CH:15]=[C:16]([CH3:18])[CH3:17].O. The catalyst is C(O)CCC.C(O)(=O)C. The product is [Cl:3][C:4]1[CH:9]=[CH:8][CH:7]=[CH:6][C:5]=1[NH:10][NH:11][C:14](=[O:13])[CH:15]=[C:16]([CH3:18])[CH3:17]. The yield is 0.440. (2) The reactants are [O:1]1[C:5]2[CH:6]=[CH:7][C:8]([CH2:10][C:11]#[N:12])=[CH:9][C:4]=2[O:3]C1.B(Br)(Br)Br.O. The catalyst is C(Cl)Cl. The product is [OH:3][C:4]1[CH:9]=[C:8]([CH2:10][C:11]#[N:12])[CH:7]=[CH:6][C:5]=1[OH:1]. The yield is 0.540.